Dataset: Forward reaction prediction with 1.9M reactions from USPTO patents (1976-2016). Task: Predict the product of the given reaction. (1) Given the reactants [CH3:1][C:2]1[S:3][C:4]2[CH:10]=[CH:9][C:8]([NH2:11])=[CH:7][C:5]=2[N:6]=1.[Br-].[NH:13]1[C:17]2[CH:18]=[CH:19][CH:20]=[CH:21][C:16]=2[N:15]=[CH:14]1.[CH3:22][C:23](C)([O-:25])C.[K+], predict the reaction product. The product is: [N:13]1([CH2:22][C:23]([NH:11][C:8]2[CH:9]=[CH:10][C:4]3[S:3][C:2]([CH3:1])=[N:6][C:5]=3[CH:7]=2)=[O:25])[C:17]2[CH:18]=[CH:19][CH:20]=[CH:21][C:16]=2[N:15]=[CH:14]1. (2) Given the reactants ClC1C(F)=C(C=C(C(F)(F)F)C=1)CN1CCC(COC2C(C3CC3)=CC(C(O)=O)=C(F)C=2)(F)CC1.[CH:36]1([C:39]2[C:40]([O:49][CH2:50][CH:51]3[CH2:56][CH2:55][N:54]([CH2:57][C:58]4[N:59]=[C:60]([CH3:63])[S:61][CH:62]=4)[CH2:53][CH2:52]3)=[CH:41][C:42]([F:48])=[C:43]([CH:47]=2)[C:44]([OH:46])=O)[CH2:38][CH2:37]1.CS(N)(=O)=O.[CH:69]1([S:72]([NH2:75])(=[O:74])=[O:73])[CH2:71][CH2:70]1, predict the reaction product. The product is: [CH:36]1([C:39]2[C:40]([O:49][CH2:50][CH:51]3[CH2:52][CH2:53][N:54]([CH2:57][C:58]4[N:59]=[C:60]([CH3:63])[S:61][CH:62]=4)[CH2:55][CH2:56]3)=[CH:41][C:42]([F:48])=[C:43]([CH:47]=2)[C:44]([NH:75][S:72]([CH:69]2[CH2:71][CH2:70]2)(=[O:74])=[O:73])=[O:46])[CH2:38][CH2:37]1. (3) Given the reactants [Br:1][C:2]1[CH:15]=[CH:14][C:5]2[N:6]=[C:7]([CH:9]3[CH2:12][C:11](=C)[CH2:10]3)[S:8][C:4]=2[CH:3]=1.I([O-])(=O)(=O)=[O:17].[Na+], predict the reaction product. The product is: [Br:1][C:2]1[CH:15]=[CH:14][C:5]2[N:6]=[C:7]([CH:9]3[CH2:12][C:11](=[O:17])[CH2:10]3)[S:8][C:4]=2[CH:3]=1.